From a dataset of Reaction yield outcomes from USPTO patents with 853,638 reactions. Predict the reaction yield, written as a fraction of the theoretical maximum amount of product (1.0 means a 100% yield; for example, 0.34 means a 34% yield). The reactants are [F:1][C:2]1[C:3]([O:8][CH2:9][C:10]2[CH:17]=[CH:16][C:13]([CH:14]=O)=[CH:12][CH:11]=2)=[N:4][CH:5]=[CH:6][CH:7]=1.[N+:18]([CH3:21])([O-:20])=[O:19].C([O-])(=O)C.[NH4+].[BH4-].[Na+].C(=O)([O-])O.[Na+]. The catalyst is CS(C)=O.O.C(O)(=O)C. The product is [F:1][C:2]1[C:3]([O:8][CH2:9][C:10]2[CH:17]=[CH:16][C:13]([CH2:14][CH2:21][N+:18]([O-:20])=[O:19])=[CH:12][CH:11]=2)=[N:4][CH:5]=[CH:6][CH:7]=1. The yield is 0.640.